This data is from Retrosynthesis with 50K atom-mapped reactions and 10 reaction types from USPTO. The task is: Predict the reactants needed to synthesize the given product. (1) Given the product C=Cc1ccc2c(Cc3cccc(C(=O)OC)n3)c(-c3ccccc3)nn2c1, predict the reactants needed to synthesize it. The reactants are: C=CB1OB(C=C)OB(C=C)O1.COC(=O)c1cccc(Cc2c(-c3ccccc3)nn3cc(Br)ccc23)n1. (2) Given the product Cc1c(OCCCCl)ccnc1CO, predict the reactants needed to synthesize it. The reactants are: CC(=O)OCc1nccc(OCCCCl)c1C.